Predict which catalyst facilitates the given reaction. From a dataset of Catalyst prediction with 721,799 reactions and 888 catalyst types from USPTO. Reactant: Br[C:2]1[S:6][C:5]([C:7](=[O:9])[CH3:8])=[CH:4][C:3]=1[Cl:10].C(O[Na])(C)=O. Product: [Cl:10][C:3]1[CH:4]=[C:5]([C:7](=[O:9])[CH3:8])[S:6][CH:2]=1. The catalyst class is: 50.